From a dataset of Peptide-MHC class I binding affinity with 185,985 pairs from IEDB/IMGT. Regression. Given a peptide amino acid sequence and an MHC pseudo amino acid sequence, predict their binding affinity value. This is MHC class I binding data. (1) The peptide sequence is FANCNFTLV. The MHC is HLA-A68:02 with pseudo-sequence HLA-A68:02. The binding affinity (normalized) is 0.976. (2) The peptide sequence is REQANSVETI. The MHC is Mamu-A11 with pseudo-sequence Mamu-A11. The binding affinity (normalized) is 0.857. (3) The peptide sequence is SLYNTVATL. The MHC is HLA-B15:01 with pseudo-sequence HLA-B15:01. The binding affinity (normalized) is 0.581. (4) The peptide sequence is LNQAVNNLV. The MHC is HLA-A02:02 with pseudo-sequence HLA-A02:02. The binding affinity (normalized) is 0.424. (5) The peptide sequence is SLNPYYQSY. The MHC is HLA-A02:12 with pseudo-sequence HLA-A02:12. The binding affinity (normalized) is 0.196. (6) The peptide sequence is SLYADSPSV. The MHC is HLA-A31:01 with pseudo-sequence HLA-A31:01. The binding affinity (normalized) is 0.114. (7) The peptide sequence is IHESVIGQL. The MHC is HLA-B15:01 with pseudo-sequence HLA-B15:01. The binding affinity (normalized) is 0.0847. (8) The peptide sequence is IQDLEEPCTK. The MHC is HLA-A11:01 with pseudo-sequence HLA-A11:01. The binding affinity (normalized) is 0.242.